This data is from Catalyst prediction with 721,799 reactions and 888 catalyst types from USPTO. The task is: Predict which catalyst facilitates the given reaction. (1) Reactant: [CH2:1]([O:8][C:9]([N:11]1[CH2:16][CH2:15][N:14]([C:17]([O:19][C:20]([CH3:23])([CH3:22])[CH3:21])=[O:18])[C@@H:13]([C:24](O)=[O:25])[CH2:12]1)=[O:10])[C:2]1[CH:7]=[CH:6][CH:5]=[CH:4][CH:3]=1.CN1CCOCC1.ClC(OCC(C)C)=O.[BH4-].[Na+]. Product: [OH:25][CH2:24][C@H:13]1[CH2:12][N:11]([C:9]([O:8][CH2:1][C:2]2[CH:3]=[CH:4][CH:5]=[CH:6][CH:7]=2)=[O:10])[CH2:16][CH2:15][N:14]1[C:17]([O:19][C:20]([CH3:23])([CH3:22])[CH3:21])=[O:18]. The catalyst class is: 762. (2) Reactant: C[O:2][C:3]([C:5]1[S:6][C:7]([C:10](=[O:32])[NH:11][CH2:12][CH2:13][N:14]([C:25]([O:27][C:28]([CH3:31])([CH3:30])[CH3:29])=[O:26])[C:15]([NH2:24])=[N:16][C:17]([O:19][C:20]([CH3:23])([CH3:22])[CH3:21])=[O:18])=[CH:8][CH:9]=1)=[O:4].[Li+].[OH-].C(O)(=O)CC(CC(O)=O)(C(O)=O)O.C1COCC1. Product: [C:25]([N:14]([CH2:13][CH2:12][NH:11][C:10]([C:7]1[S:6][C:5]([C:3]([OH:4])=[O:2])=[CH:9][CH:8]=1)=[O:32])[C:15]([NH2:24])=[N:16][C:17]([O:19][C:20]([CH3:23])([CH3:22])[CH3:21])=[O:18])([O:27][C:28]([CH3:29])([CH3:30])[CH3:31])=[O:26]. The catalyst class is: 20. (3) Reactant: C(O)(C(F)(F)F)=O.C(OC([N:15]1[CH2:20][CH2:19][CH:18]([N:21]([C:28]2[CH:33]=[CH:32][CH:31]=[CH:30][CH:29]=2)[C:22]2[CH:27]=[CH:26][CH:25]=[CH:24][CH:23]=2)[CH2:17][CH2:16]1)=O)(C)(C)C.[OH-].[Na+]. Product: [C:22]1([N:21]([C:28]2[CH:33]=[CH:32][CH:31]=[CH:30][CH:29]=2)[CH:18]2[CH2:17][CH2:16][NH:15][CH2:20][CH2:19]2)[CH:27]=[CH:26][CH:25]=[CH:24][CH:23]=1. The catalyst class is: 2. (4) Reactant: [N:1]1([C:11]([O:13][C:14]([CH3:17])([CH3:16])[CH3:15])=[O:12])[CH2:6][CH2:5][O:4][CH:3]([C:7](OC)=[O:8])[CH2:2]1.[BH4-].[Li+].O. Product: [OH:8][CH2:7][CH:3]1[O:4][CH2:5][CH2:6][N:1]([C:11]([O:13][C:14]([CH3:17])([CH3:16])[CH3:15])=[O:12])[CH2:2]1. The catalyst class is: 7.